Dataset: Full USPTO retrosynthesis dataset with 1.9M reactions from patents (1976-2016). Task: Predict the reactants needed to synthesize the given product. (1) The reactants are: [C:1]1(=[CH:7][C:8]#[N:9])[CH2:6][CH2:5][CH2:4][CH2:3][CH2:2]1.[N+:10]([CH3:13])([O-:12])=[O:11].[F-].C([N+](CCCC)(CCCC)CCCC)CCC. Given the product [N+:10]([CH2:13][C:1]1([CH2:7][C:8]#[N:9])[CH2:6][CH2:5][CH2:4][CH2:3][CH2:2]1)([O-:12])=[O:11], predict the reactants needed to synthesize it. (2) Given the product [NH2:1][C:2]1[N:7]=[CH:6][N:5]=[C:4]2[N:8]([CH:12]([C:14]3[CH:15]=[C:16]4[N:21]([C:22]=3[CH2:23][N:24]3[CH2:27][C:26]5([CH2:32][CH2:31][N:30]([C:33]([O:35][C:36]([CH3:39])([CH3:38])[CH3:37])=[O:34])[CH2:29][CH2:28]5)[CH2:25]3)[CH:20]=[CH:19][CH:18]=[CH:17]4)[CH3:13])[N:9]=[C:10]([C:43]3[CH:44]=[C:45]([OH:47])[CH:46]=[C:41]([F:40])[CH:42]=3)[C:3]=12, predict the reactants needed to synthesize it. The reactants are: [NH2:1][C:2]1[N:7]=[CH:6][N:5]=[C:4]2[N:8]([CH:12]([C:14]3[CH:15]=[C:16]4[N:21]([C:22]=3[CH2:23][N:24]3[CH2:27][C:26]5([CH2:32][CH2:31][N:30]([C:33]([O:35][C:36]([CH3:39])([CH3:38])[CH3:37])=[O:34])[CH2:29][CH2:28]5)[CH2:25]3)[CH:20]=[CH:19][CH:18]=[CH:17]4)[CH3:13])[N:9]=[C:10](I)[C:3]=12.[F:40][C:41]1[CH:42]=[C:43](B(O)O)[CH:44]=[C:45]([OH:47])[CH:46]=1.CCO.C([O-])([O-])=O.[Na+].[Na+]. (3) Given the product [F:29][C:2]1[CH:7]=[CH:6][C:5]([C:8]2([CH2:11][NH:12][C:13]([C:15]3[CH:20]=[CH:19][C:18]([N:21]4[CH:25]=[C:24]([CH3:26])[N:23]=[CH:22]4)=[C:17]([O:27][CH3:28])[N:16]=3)=[O:14])[CH2:10][CH2:9]2)=[CH:4][CH:3]=1, predict the reactants needed to synthesize it. The reactants are: Cl[C:2]1[CH:7]=[CH:6][C:5]([C:8]2([CH2:11][NH:12][C:13]([C:15]3[CH:20]=[CH:19][C:18]([N:21]4[CH:25]=[C:24]([CH3:26])[N:23]=[CH:22]4)=[C:17]([O:27][CH3:28])[N:16]=3)=[O:14])[CH2:10][CH2:9]2)=[CH:4][CH:3]=1.[F:29]C1C=CC(C2(CN)CC2)=CC=1.